Dataset: Forward reaction prediction with 1.9M reactions from USPTO patents (1976-2016). Task: Predict the product of the given reaction. (1) Given the reactants COC1C=CC(C[S:8][C:9]([N:12]([CH2:36][CH2:37][NH:38][C:39]([S:42]CC2C=CC(OC)=CC=2)([CH3:41])[CH3:40])[C:13](=[O:35])[CH2:14][N:15]2[CH:19]=[CH:18][C:17]([C:20]3[CH:25]=[CH:24][C:23]([C:26]4[N:27]=[C:28]5[CH:33]=[CH:32][CH:31]=[CH:30][N:29]5[CH:34]=4)=[CH:22][CH:21]=3)=[N:16]2)([CH3:11])[CH3:10])=CC=1, predict the reaction product. The product is: [CH3:11][C:9]([N:12]([CH2:36][CH2:37][NH:38][C:39]([CH3:41])([SH:42])[CH3:40])[C:13](=[O:35])[CH2:14][N:15]1[CH:19]=[CH:18][C:17]([C:20]2[CH:25]=[CH:24][C:23]([C:26]3[N:27]=[C:28]4[CH:33]=[CH:32][CH:31]=[CH:30][N:29]4[CH:34]=3)=[CH:22][CH:21]=2)=[N:16]1)([SH:8])[CH3:10]. (2) Given the reactants Cl[C:2]1[CH:7]=[CH:6][C:5]([Cl:8])=[CH:4][C:3]=1[N+:9]([O-:11])=[O:10].[NH2:12][CH2:13][CH2:14][OH:15], predict the reaction product. The product is: [Cl:8][C:5]1[CH:6]=[CH:7][C:2]([NH:12][CH2:13][CH2:14][OH:15])=[C:3]([N+:9]([O-:11])=[O:10])[CH:4]=1. (3) The product is: [BrH:19].[Br:19][C:14]1[C:13]([CH3:17])=[N:12][C:11]2[N:10]([N:9]=[C:8]([C:4]3[CH:5]=[CH:6][CH:7]=[C:2]([Cl:1])[CH:3]=3)[CH:18]=2)[C:15]=1[OH:16]. Given the reactants [Cl:1][C:2]1[CH:3]=[C:4]([C:8]2[CH:18]=[C:11]3[N:12]=[C:13]([CH3:17])[CH:14]=[C:15]([OH:16])[N:10]3[N:9]=2)[CH:5]=[CH:6][CH:7]=1.[Br:19]Br, predict the reaction product. (4) Given the reactants [CH3:1][O:2][CH:3]1[CH2:8][CH2:7][CH:6]([C:9]([OH:11])=O)[CH2:5][CH2:4]1.C1C=CC2N(O)N=NC=2C=1.CN(C(ON1N=NC2C=CC=CC1=2)=[N+](C)C)C.F[P-](F)(F)(F)(F)F.[NH:46]1[CH2:49][CH:48]([C:50]([N:52]2[CH2:58][CH2:57][CH2:56][N:55]([CH:59]3[CH2:62][CH2:61][CH2:60]3)[CH2:54][CH2:53]2)=[O:51])[CH2:47]1, predict the reaction product. The product is: [CH:59]1([N:55]2[CH2:56][CH2:57][CH2:58][N:52]([C:50]([CH:48]3[CH2:47][N:46]([C:9]([CH:6]4[CH2:5][CH2:4][CH:3]([O:2][CH3:1])[CH2:8][CH2:7]4)=[O:11])[CH2:49]3)=[O:51])[CH2:53][CH2:54]2)[CH2:62][CH2:61][CH2:60]1. (5) Given the reactants [CH2:1]([C:8]1[C:9]([CH:18]([NH:22][CH2:23][CH2:24][CH2:25][N:26]2[C:34](=[O:35])[C:33]3[C:28](=[CH:29][CH:30]=[CH:31][CH:32]=3)[C:27]2=[O:36])[CH:19]([CH3:21])[CH3:20])=[N:10][C:11]2[C:16]([CH:17]=1)=[CH:15][CH:14]=[CH:13][CH:12]=2)[C:2]1[CH:7]=[CH:6][CH:5]=[CH:4][CH:3]=1.[F:37][C:38]1[CH:39]=[C:40]([CH:44]=[CH:45][C:46]=1[CH3:47])[C:41]([Cl:43])=[O:42].C(N(CC)CC)C, predict the reaction product. The product is: [F:37][C:38]1[CH:39]=[C:40]([CH:44]=[CH:45][C:46]=1[CH3:47])[C:41]([Cl:43])=[O:42].[CH2:1]([C:8]1[C:9]([CH:18]([N:22]([CH2:23][CH2:24][CH2:25][N:26]2[C:27](=[O:36])[C:28]3[C:33](=[CH:32][CH:31]=[CH:30][CH:29]=3)[C:34]2=[O:35])[C:41](=[O:42])[C:40]2[CH:44]=[CH:45][C:46]([CH3:47])=[C:38]([F:37])[CH:39]=2)[CH:19]([CH3:20])[CH3:21])=[N:10][C:11]2[C:16]([CH:17]=1)=[CH:15][CH:14]=[CH:13][CH:12]=2)[C:2]1[CH:7]=[CH:6][CH:5]=[CH:4][CH:3]=1. (6) Given the reactants Br[C:2]1[CH:9]=[CH:8][C:5]([CH:6]=[O:7])=[CH:4][CH:3]=1.[N+:10]([C:13]1[CH:14]=[C:15](B(O)O)[CH:16]=[CH:17][CH:18]=1)([O-:12])=[O:11].CN(C)C=O.C([O-])(=O)C.[K+], predict the reaction product. The product is: [N+:10]([C:13]1[CH:18]=[C:17]([C:2]2[CH:9]=[CH:8][C:5]([CH:6]=[O:7])=[CH:4][CH:3]=2)[CH:16]=[CH:15][CH:14]=1)([O-:12])=[O:11]. (7) Given the reactants [F:1][C:2]1[CH:3]=[CH:4][CH:5]=[C:6]2[C:11]=1[NH:10][C:9](=O)[C:8]([C:13]1[CH:18]=[CH:17][CH:16]=[CH:15][C:14]=1[S:19]([CH3:22])(=[O:21])=[O:20])=[CH:7]2.P(Cl)(Cl)([Cl:25])=O, predict the reaction product. The product is: [Cl:25][C:9]1[C:8]([C:13]2[CH:18]=[CH:17][CH:16]=[CH:15][C:14]=2[S:19]([CH3:22])(=[O:21])=[O:20])=[CH:7][C:6]2[C:11](=[C:2]([F:1])[CH:3]=[CH:4][CH:5]=2)[N:10]=1. (8) The product is: [C:3]([C:5]1[CH:6]=[C:7]([C:15]([OH:17])=[O:16])[CH:8]=[N:9][C:10]=1[NH:11][CH2:12][CH2:13][CH3:14])#[N:4]. Given the reactants [OH-].[Li+].[C:3]([C:5]1[CH:6]=[C:7]([C:15]([O:17]C)=[O:16])[CH:8]=[N:9][C:10]=1[NH:11][CH2:12][CH2:13][CH3:14])#[N:4].[O-][Si]([O-])=O.[Mg+2], predict the reaction product. (9) Given the reactants [C:1]1([CH3:11])[CH:6]=[CH:5][CH:4]=[C:3]([CH2:7][C:8](O)=[O:9])[CH:2]=1.Cl.[CH3:13][NH:14][O:15][CH3:16].C(Cl)CCl.C1C=NC2N(O)N=NC=2C=1.CCN(C(C)C)C(C)C, predict the reaction product. The product is: [CH3:16][O:15][N:14]([CH3:13])[C:8](=[O:9])[CH2:7][C:3]1[CH:4]=[CH:5][CH:6]=[C:1]([CH3:11])[CH:2]=1. (10) Given the reactants [C:1]([NH:4][NH:5][C:6](=[O:26])[CH2:7][C:8]1[C:19](=[O:20])[N:18]([CH:21]2[CH2:25][CH2:24][CH2:23][CH2:22]2)[C:11]2[N:12]=[C:13]([S:16][CH3:17])[N:14]=[CH:15][C:10]=2[CH:9]=1)(=O)[CH3:2], predict the reaction product. The product is: [CH:21]1([N:18]2[C:11]3[N:12]=[C:13]([S:16][CH3:17])[N:14]=[CH:15][C:10]=3[CH:9]=[C:8]([CH2:7][C:6]3[O:26][C:1]([CH3:2])=[N:4][N:5]=3)[C:19]2=[O:20])[CH2:22][CH2:23][CH2:24][CH2:25]1.